Task: Predict the reactants needed to synthesize the given product.. Dataset: Full USPTO retrosynthesis dataset with 1.9M reactions from patents (1976-2016) (1) Given the product [CH3:1][C:2]1[N:3]([C:8]2[N:13]=[CH:12][C:11]([C:14]3[CH2:15][CH:16]([C:17]4[CH:22]=[CH:21][CH:20]=[CH:19][C:18]=4[OH:23])[NH:27][N:26]=3)=[CH:10][CH:9]=2)[C:4]([CH3:7])=[CH:5][CH:6]=1, predict the reactants needed to synthesize it. The reactants are: [CH3:1][C:2]1[N:3]([C:8]2[N:13]=[CH:12][C:11]([C:14](=O)/[CH:15]=[CH:16]/[C:17]3[CH:22]=[CH:21][CH:20]=[CH:19][C:18]=3[OH:23])=[CH:10][CH:9]=2)[C:4]([CH3:7])=[CH:5][CH:6]=1.O.[NH2:26][NH2:27]. (2) Given the product [CH2:37]([N:34]1[CH2:35][CH2:36][N:31]([S:28]([C:26]2[CH:25]=[CH:24][C:23]([O:39][CH2:40][CH2:41][CH3:42])=[C:22]([C:18]3[NH:19][C:20](=[O:21])[C:15]4[C:16](=[C:43]([CH2:44][CH2:45][CH3:46])[N:13]([C:8]5[CH:9]=[CH:10][CH:11]=[CH:12][C:7]=5[NH:6][S:2]([CH3:1])(=[O:4])=[O:3])[N:14]=4)[N:17]=3)[CH:27]=2)(=[O:30])=[O:29])[CH2:32][CH2:33]1)[CH3:38], predict the reactants needed to synthesize it. The reactants are: [CH3:1][S:2](Cl)(=[O:4])=[O:3].[NH2:6][C:7]1[CH:12]=[CH:11][CH:10]=[CH:9][C:8]=1[N:13]1[C:43]([CH2:44][CH2:45][CH3:46])=[C:16]2[N:17]=[C:18]([C:22]3[CH:27]=[C:26]([S:28]([N:31]4[CH2:36][CH2:35][N:34]([CH2:37][CH3:38])[CH2:33][CH2:32]4)(=[O:30])=[O:29])[CH:25]=[CH:24][C:23]=3[O:39][CH2:40][CH2:41][CH3:42])[NH:19][C:20](=[O:21])[C:15]2=[N:14]1.